Dataset: Catalyst prediction with 721,799 reactions and 888 catalyst types from USPTO. Task: Predict which catalyst facilitates the given reaction. (1) Reactant: [CH3:1][C:2]1[O:6][N:5]=[C:4]([C:7]2[CH:12]=[CH:11][CH:10]=[CH:9][CH:8]=2)[C:3]=1[CH2:13][NH2:14].[O:15]1[CH2:20][CH2:19][CH:18]([NH:21][C:22]([C:24]2[S:28][C:27](Cl)=[N:26][CH:25]=2)=[O:23])[CH2:17][CH2:16]1. Product: [O:15]1[CH2:20][CH2:19][CH:18]([NH:21][C:22]([C:24]2[S:28][C:27]([NH:14][CH2:13][C:3]3[C:4]([C:7]4[CH:12]=[CH:11][CH:10]=[CH:9][CH:8]=4)=[N:5][O:6][C:2]=3[CH3:1])=[N:26][CH:25]=2)=[O:23])[CH2:17][CH2:16]1. The catalyst class is: 3. (2) Reactant: [Cl:1][C:2]1[CH:7]=[CH:6][C:5]([C:8]2([C:11]([OH:13])=O)[CH2:10][CH2:9]2)=[CH:4][CH:3]=1.S(Cl)(Cl)=O.C[O:19][C:20]1[N:25]=[CH:24][C:23]([C:26]2[C:31]([CH3:32])=[CH:30][CH:29]=[C:28]([NH2:33])[N:27]=2)=[CH:22][C:21]=1[CH3:34].C(N(CC)CC)C. Product: [Cl:1][C:2]1[CH:3]=[CH:4][C:5]([C:8]2([C:11]([NH:33][C:28]3[CH:29]=[CH:30][C:31]([CH3:32])=[C:26]([C:23]4[CH:22]=[C:21]([CH3:34])[C:20](=[O:19])[NH:25][CH:24]=4)[N:27]=3)=[O:13])[CH2:9][CH2:10]2)=[CH:6][CH:7]=1. The catalyst class is: 139. (3) Reactant: [CH:1](C=O)=[O:2].[CH3:5][O:6][CH:7]([O:10][CH3:11])[CH:8]=[O:9].[C:12]1(C)C=CC(S(O)(=O)=O)=CC=1. Product: [CH3:5][O:6][CH:7]([O:10][CH3:11])[CH:8]([O:2][CH3:1])[O:9][CH3:12]. The catalyst class is: 24. (4) Reactant: C(OC([N:8]([CH2:21][CH:22]1[CH2:27][CH2:26][N:25]([C:28](=[O:34])[CH2:29][CH2:30][C:31]([OH:33])=[O:32])[CH2:24][CH:23]1[C:35]1[CH:40]=[CH:39][CH:38]=[C:37]([F:41])[CH:36]=1)[C@@H:9]([C:11]1[C:20]2[C:15](=[CH:16][CH:17]=[CH:18][CH:19]=2)[CH:14]=[CH:13][CH:12]=1)[CH3:10])=O)(C)(C)C.[ClH:42].C(OCC)(=O)C.C(OC(C)C)(C)C. Product: [ClH:42].[F:41][C:37]1[CH:36]=[C:35]([CH:23]2[CH:22]([CH2:21][NH:8][C@@H:9]([C:11]3[C:20]4[C:15](=[CH:16][CH:17]=[CH:18][CH:19]=4)[CH:14]=[CH:13][CH:12]=3)[CH3:10])[CH2:27][CH2:26][N:25]([C:28](=[O:34])[CH2:29][CH2:30][C:31]([OH:33])=[O:32])[CH2:24]2)[CH:40]=[CH:39][CH:38]=1. The catalyst class is: 13. (5) Reactant: C[Si]([N-][Si](C)(C)C)(C)C.[K+].[O:11]1[CH2:16][CH2:15][CH:14]([CH:17]2[CH2:29][C:28]3[C:27]4[C:22](=[CH:23][CH:24]=[C:25]([C:30]([OH:32])=[O:31])[CH:26]=4)[NH:21][C:20]=3[CH2:19][CH2:18]2)[CH2:13][CH2:12]1.[CH3:33][N:34]([CH3:38])[C:35](Cl)=[O:36].[Cl-].[NH4+]. Product: [CH3:33][N:34]([CH3:38])[C:35]([N:21]1[C:20]2[CH2:19][CH2:18][CH:17]([CH:14]3[CH2:13][CH2:12][O:11][CH2:16][CH2:15]3)[CH2:29][C:28]=2[C:27]2[C:22]1=[CH:23][CH:24]=[C:25]([C:30]([OH:32])=[O:31])[CH:26]=2)=[O:36]. The catalyst class is: 1. (6) Reactant: CC(C[AlH]CC(C)C)C.C1(C)C=CC=CC=1.C[O:18][C:19]([C@@H:21]1[C@@H:26]2[CH2:27][C@@H:23]([CH2:24][CH2:25]2)[N:22]1[C:28]([O:30][C:31]([CH3:34])([CH3:33])[CH3:32])=[O:29])=O.[OH-].[Na+]. Product: [C:31]([O:30][C:28]([N:22]1[C@H:21]([CH2:19][OH:18])[C@@H:26]2[CH2:27][C@H:23]1[CH2:24][CH2:25]2)=[O:29])([CH3:34])([CH3:32])[CH3:33]. The catalyst class is: 49. (7) Reactant: C[O:2][C:3](=O)[CH2:4][CH2:5][CH2:6][CH2:7][NH:8][C:9]([C:11]1[C:20]2[C:15](=[CH:16][CH:17]=[CH:18][CH:19]=2)[C:14]([N:21]([CH3:23])[CH3:22])=[CH:13][CH:12]=1)=[O:10].Cl.[NH2:26][OH:27].C[O-].[Na+]. Product: [CH3:22][N:21]([CH3:23])[C:14]1[C:15]2[C:20](=[CH:19][CH:18]=[CH:17][CH:16]=2)[C:11]([C:9]([NH:8][CH2:7][CH2:6][CH2:5][CH2:4][C:3]([NH:26][OH:27])=[O:2])=[O:10])=[CH:12][CH:13]=1. The catalyst class is: 5.